Task: Predict the product of the given reaction.. Dataset: Forward reaction prediction with 1.9M reactions from USPTO patents (1976-2016) The product is: [ClH:1].[NH:13]([C:11](=[O:12])[CH2:10][N:9]([CH3:22])[C:7](=[O:8])[O:6][C:5]1[CH:23]=[CH:24][C:2]([Cl:1])=[CH:3][C:4]=1[C:25](=[O:37])[NH:26][C:27]1[CH:32]=[CH:31][C:30]([N+:33]([O-:35])=[O:34])=[CH:29][C:28]=1[Cl:36])[NH2:14]. Given the reactants [Cl:1][C:2]1[CH:24]=[CH:23][C:5]([O:6][C:7]([N:9]([CH3:22])[CH2:10][C:11]([NH:13][NH:14]C(OC(C)(C)C)=O)=[O:12])=[O:8])=[C:4]([C:25](=[O:37])[NH:26][C:27]2[CH:32]=[CH:31][C:30]([N+:33]([O-:35])=[O:34])=[CH:29][C:28]=2[Cl:36])[CH:3]=1.C(OC(C)(C)C)(=O)NN.ClC1C=CC(OC(N(C)CC(O)=O)=O)=C(C(=O)NC2C=CC([N+]([O-])=O)=CC=2Cl)C=1.Cl.CN(C)CCCN=C=NCC, predict the reaction product.